This data is from Catalyst prediction with 721,799 reactions and 888 catalyst types from USPTO. The task is: Predict which catalyst facilitates the given reaction. (1) Reactant: [N:1]1[CH:2]=[CH:3][N:4]2[CH:9]=[CH:8][C:7]([C:10](O)([CH3:12])[CH3:11])=[N:6][C:5]=12.C(N(S(F)(F)[F:20])CC)C. Product: [F:20][C:10]([C:7]1[CH:8]=[CH:9][N:4]2[CH:3]=[CH:2][N:1]=[C:5]2[N:6]=1)([CH3:12])[CH3:11]. The catalyst class is: 4. (2) Reactant: [CH2:1]([O:4][CH2:5][CH2:6][O:7][CH2:8][CH2:9][O:10][CH2:11][C:12](OC)=[O:13])[CH:2]=[CH2:3].[H-].[H-].[H-].[H-].[Li+].[Al+3]. Product: [CH2:1]([O:4][CH2:5][CH2:6][O:7][CH2:8][CH2:9][O:10][CH2:11][CH2:12][OH:13])[CH:2]=[CH2:3]. The catalyst class is: 1. (3) Reactant: [H-].[Na+].[O:3]=[C:4]1[NH:9][CH2:8][CH2:7][N:6]([C:10]([O:12][CH2:13][C:14]2[CH:19]=[CH:18][CH:17]=[CH:16][CH:15]=2)=[O:11])[CH2:5]1.Cl[CH2:21][C:22]1[N:26]([CH3:27])[N:25]=[CH:24][N:23]=1.O. Product: [CH3:27][N:26]1[C:22]([CH2:21][N:9]2[CH2:8][CH2:7][N:6]([C:10]([O:12][CH2:13][C:14]3[CH:19]=[CH:18][CH:17]=[CH:16][CH:15]=3)=[O:11])[CH2:5][C:4]2=[O:3])=[N:23][CH:24]=[N:25]1. The catalyst class is: 9. (4) Reactant: [CH2:1]([OH:5])[CH:2]([OH:4])[CH3:3].[N:6]1[CH:11]=[CH:10]C=C[C:7]=1C(O)=O.[C:15]([O-])(=O)CCC.[Na+].CC(=CCC/C(=C/CC/C(=C/CC/C=C(/CC/C=C(/CCC=C(C)C)\C)\C)/C)/C)C.C(OC(C)C)(=O)CCCCCCCCCCCCC.COC1C=C([C@H]2OC3C=C([C@H]4OC5C(=C(O)C=C(O)C=5)C(=O)[C@@H]4O)C=CC=3O[C@@H]2CO)C=CC=1O.COC(C1C=CC(O)=CC=1)=O.C(OC(C1C=CC(O)=CC=1)=O)CC. Product: [CH3:15][N:6]1[CH:7]=[CH:3][C:2](=[O:4])[C:1]([OH:5])=[C:11]1[CH3:10]. The catalyst class is: 6.